This data is from Reaction yield outcomes from USPTO patents with 853,638 reactions. The task is: Predict the reaction yield, written as a fraction of the theoretical maximum amount of product (1.0 means a 100% yield; for example, 0.34 means a 34% yield). (1) The reactants are C(NC(C)C)(C)C.C([Li])CCC.[CH3:13][O:14][CH2:15][S:16][C:17]1[CH:22]=[CH:21][C:20]([CH2:23][C:24]([OH:26])=[O:25])=[CH:19][CH:18]=1.I[CH2:28][CH:29]1[CH2:33][CH2:32][CH2:31][CH2:30]1. The catalyst is O1CCCC1.CN1CCCN(C)C1=O. The product is [CH:29]1([CH2:28][CH:23]([C:20]2[CH:21]=[CH:22][C:17]([S:16][CH2:15][O:14][CH3:13])=[CH:18][CH:19]=2)[C:24]([OH:26])=[O:25])[CH2:33][CH2:32][CH2:31][CH2:30]1. The yield is 0.650. (2) The reactants are [CH3:1][C:2](C)([O-])[CH3:3].[K+].[O:7]([CH2:11][CH2:12][OH:13])[CH2:8][CH2:9][OH:10].C(Br)C#C. The catalyst is C1COCC1.C1(C)C=CC=CC=1.[Cl-].[Na+].O.O. The product is [CH2:3]([O:10][CH2:9][CH2:8][O:7][CH2:11][CH2:12][OH:13])[C:2]#[CH:1]. The yield is 0.300. (3) The catalyst is O1CCOCC1.CCOCC. The yield is 1.03. The product is [CH:8]1([C:5]2[CH:4]=[CH:3][C:2]([B:11]3[O:15][C:14]([CH3:17])([CH3:16])[C:13]([CH3:19])([CH3:18])[O:12]3)=[CH:7][N:6]=2)[CH2:10][CH2:9]1. The reactants are Br[C:2]1[CH:3]=[CH:4][C:5]([CH:8]2[CH2:10][CH2:9]2)=[N:6][CH:7]=1.[B:11]1([B:11]2[O:15][C:14]([CH3:17])([CH3:16])[C:13]([CH3:19])([CH3:18])[O:12]2)[O:15][C:14]([CH3:17])([CH3:16])[C:13]([CH3:19])([CH3:18])[O:12]1.C([O-])(=O)C.[K+]. (4) The reactants are [Cl:1][C:2]1[CH:7]=[CH:6][C:5]([C:8]2[S:9][C:10]3[N:11]=[C:12]([NH2:23])[N:13]=[C:14]([N:17]4[CH2:22][CH2:21][NH:20][CH2:19][CH2:18]4)[C:15]=3[N:16]=2)=[CH:4][CH:3]=1.[CH3:24][O:25][C:26]1[CH:36]=[CH:35][C:29]([O:30][CH2:31][C:32](O)=[O:33])=[CH:28][CH:27]=1. No catalyst specified. The product is [NH2:23][C:12]1[N:13]=[C:14]([N:17]2[CH2:18][CH2:19][N:20]([C:32](=[O:33])[CH2:31][O:30][C:29]3[CH:35]=[CH:36][C:26]([O:25][CH3:24])=[CH:27][CH:28]=3)[CH2:21][CH2:22]2)[C:15]2[N:16]=[C:8]([C:5]3[CH:6]=[CH:7][C:2]([Cl:1])=[CH:3][CH:4]=3)[S:9][C:10]=2[N:11]=1. The yield is 0.630. (5) The product is [CH3:1][CH:2]([O:4][C:5]([O:7][CH2:8][CH2:9][O:29][C:27](/[CH:26]=[CH:25]/[C:24]([OH:31])=[O:30])=[O:28])=[O:6])[CH3:3]. The yield is 0.100. The catalyst is CN1CCCC1=O. The reactants are [CH3:1][CH:2]([O:4][C:5]([O:7][CH2:8][CH2:9]Cl)=[O:6])[CH3:3].C1CCC(NC2CCCCC2)CC1.[C:24]([OH:31])(=[O:30])/[CH:25]=[CH:26]/[C:27]([OH:29])=[O:28]. (6) The reactants are Cl.ClC[C:4]1[CH:9]=[CH:8][CH:7]=[CH:6][N:5]=1.[CH3:10][NH2:11].[CH3:12]CO. No catalyst specified. The product is [CH3:10][N:11]([C:4]1[CH:9]=[CH:8][CH:7]=[CH:6][N:5]=1)[CH3:12]. The yield is 0.200.